From a dataset of Reaction yield outcomes from USPTO patents with 853,638 reactions. Predict the reaction yield, written as a fraction of the theoretical maximum amount of product (1.0 means a 100% yield; for example, 0.34 means a 34% yield). (1) The reactants are [O:1]=[C:2]([CH2:12][CH3:13])[CH2:3][CH2:4][CH2:5][CH2:6][CH2:7][CH2:8][C:9]([OH:11])=[O:10].[CH3:14]O. No catalyst specified. The product is [O:1]=[C:2]([CH2:12][CH3:13])[CH2:3][CH2:4][CH2:5][CH2:6][CH2:7][CH2:8][C:9]([O:11][CH3:14])=[O:10]. The yield is 0.670. (2) The reactants are [CH3:1][O:2][C:3]1[C:4]([O:12][CH2:13][CH2:14][CH3:15])=[C:5]([CH2:9][NH:10][CH3:11])[CH:6]=[CH:7][CH:8]=1.[O:16]=[C:17]1[CH2:22][O:21][C:20]2[CH:23]=[C:24](/[CH:27]=[CH:28]/[C:29]([OH:31])=O)[CH:25]=[N:26][C:19]=2[NH:18]1.ON1C2C=CC=CC=2N=N1.C(N(C(C)C)CC)(C)C.CN(C)CCCN=C=NCC. The catalyst is CN(C=O)C. The product is [CH3:1][O:2][C:3]1[C:4]([O:12][CH2:13][CH2:14][CH3:15])=[C:5]([CH:6]=[CH:7][CH:8]=1)[CH2:9][N:10]([CH3:11])[C:29](=[O:31])/[CH:28]=[CH:27]/[C:24]1[CH:25]=[N:26][C:19]2[NH:18][C:17](=[O:16])[CH2:22][O:21][C:20]=2[CH:23]=1. The yield is 0.360. (3) The reactants are [CH2:1]([CH:3]([CH:6]=O)[CH:4]=O)[CH3:2].C1([NH:14]C(NC2C=CC=CC=2)=O)C=CC=CC=1.[CH:24]1([C:30]([CH3:32])=O)[CH2:29][CH2:28][CH2:27][CH2:26][CH2:25]1.C(O)(=O)C.C([O-])(=O)C.[NH4+].ClS(O)(=O)=O.[OH-].[Na+]. The catalyst is CC(O)C. The product is [CH2:1]([C:3]1[CH:6]=[CH:32][C:30]([CH:24]2[CH2:29][CH2:28][CH2:27][CH2:26][CH2:25]2)=[N:14][CH:4]=1)[CH3:2]. The yield is 0.720. (4) The product is [CH2:11]([O:10][C@H:9]1[C:8]([CH2:18][OH:19])([CH2:28][OH:29])[O:7][C@@H:6]([N:38]2[CH:46]=[C:44]([CH3:45])[C:42](=[O:43])[NH:41][C:39]2=[O:40])[C@@H:5]1[OH:4])[C:12]1[CH:13]=[CH:14][CH:15]=[CH:16][CH:17]=1. The catalyst is CO. The yield is 0.890. The reactants are C([O:4][C@@H:5]1[C@@H:9]([O:10][CH2:11][C:12]2[CH:17]=[CH:16][CH:15]=[CH:14][CH:13]=2)[C:8]([CH2:28][O:29]C(=O)C2C=CC=CC=2)([CH2:18][O:19]C(=O)C2C=CC=CC=2)[O:7][C@H:6]1[N:38]1[CH:46]=[C:44]([CH3:45])[C:42](=[O:43])[NH:41][C:39]1=[O:40])(=O)C.C[O-].[Na+].Cl. (5) The reactants are [CH3:1][N:2]1[C:6]([C:7]([OH:9])=O)=[CH:5][C:4]([C:10]([F:13])([F:12])[F:11])=[N:3]1.O1CCCC1.C(Cl)(=O)C(Cl)=O.[NH2:25][C:26]1[CH:27]=[C:28]([CH:45]=[CH:46][C:47]=1[CH3:48])[O:29][C:30]1[CH:31]=[CH:32][C:33]2[N:34]([CH:36]=[C:37]([NH:39][C:40]([CH:42]3[CH2:44][CH2:43]3)=[O:41])[N:38]=2)[N:35]=1. The catalyst is CN(C)C=O.CN(C)C(=O)C. The product is [CH:42]1([C:40]([NH:39][C:37]2[N:38]=[C:33]3[CH:32]=[CH:31][C:30]([O:29][C:28]4[CH:45]=[CH:46][C:47]([CH3:48])=[C:26]([NH:25][C:7]([C:6]5[N:2]([CH3:1])[N:3]=[C:4]([C:10]([F:13])([F:12])[F:11])[CH:5]=5)=[O:9])[CH:27]=4)=[N:35][N:34]3[CH:36]=2)=[O:41])[CH2:43][CH2:44]1. The yield is 0.760. (6) The reactants are N1CCCCC1.C1C2C(COC(=O)[NH:23][C@H:24]([C:45]([OH:47])=[O:46])[CH2:25][CH2:26][CH2:27][CH2:28][N:29]([CH2:38][C:39]3[N:40]([CH3:44])[CH:41]=[CH:42][N:43]=3)[CH2:30][C:31](=[O:37])[O:32][C:33]([CH3:36])([CH3:35])[CH3:34])C3C(=CC=CC=3)C=2C=CC=1. The catalyst is CN(C=O)C. The product is [NH2:23][C@@H:24]([CH2:25][CH2:26][CH2:27][CH2:28][N:29]([CH2:30][C:31]([O:32][C:33]([CH3:36])([CH3:35])[CH3:34])=[O:37])[CH2:38][C:39]1[N:40]([CH3:44])[CH:41]=[CH:42][N:43]=1)[C:45]([OH:47])=[O:46]. The yield is 1.00. (7) The reactants are [F:1][C:2]1[CH:3]=[C:4]([NH:31][C:32]2[CH:37]=[CH:36][C:35]([I:38])=[CH:34][C:33]=2[F:39])[C:5]([N+:28]([O-])=O)=[C:6]([CH:27]=1)[O:7][C:8]1[CH:9]=[C:10]([CH:24]=[CH:25][CH:26]=1)[CH2:11][NH:12][S:13]([NH:16][C:17](=[O:23])[O:18][C:19]([CH3:22])([CH3:21])[CH3:20])(=[O:15])=[O:14].S(S([O-])=O)([O-])=O.[Na+].[Na+]. The catalyst is C1COCC1.O. The product is [NH2:28][C:5]1[C:4]([NH:31][C:32]2[CH:37]=[CH:36][C:35]([I:38])=[CH:34][C:33]=2[F:39])=[CH:3][C:2]([F:1])=[CH:27][C:6]=1[O:7][C:8]1[CH:9]=[C:10]([CH:24]=[CH:25][CH:26]=1)[CH2:11][NH:12][S:13]([NH:16][C:17](=[O:23])[O:18][C:19]([CH3:22])([CH3:21])[CH3:20])(=[O:15])=[O:14]. The yield is 0.300. (8) The reactants are [C:1]([CH2:9][C:10]([O:12][CH3:13])=[O:11])(=O)[C:2]1[CH:7]=[CH:6][CH:5]=[CH:4][CH:3]=1.C([O-])(=O)C.[NH4+:18]. The catalyst is CO. The product is [NH2:18][C@H:1]([C:2]1[CH:7]=[CH:6][CH:5]=[CH:4][CH:3]=1)[CH2:9][C:10]([O:12][CH3:13])=[O:11]. The yield is 0.400.